The task is: Regression. Given a peptide amino acid sequence and an MHC pseudo amino acid sequence, predict their binding affinity value. This is MHC class II binding data.. This data is from Peptide-MHC class II binding affinity with 134,281 pairs from IEDB. (1) The peptide sequence is QEALEDFREFSRAKGL. The MHC is DRB3_0101 with pseudo-sequence DRB3_0101. The binding affinity (normalized) is 0.376. (2) The peptide sequence is QDHQEEICEVVLAKS. The MHC is DRB4_0101 with pseudo-sequence DRB4_0103. The binding affinity (normalized) is 0.488. (3) The peptide sequence is TPESATPFPHRKGVL. The MHC is DRB1_0405 with pseudo-sequence DRB1_0405. The binding affinity (normalized) is 0. (4) The MHC is DRB1_0802 with pseudo-sequence DRB1_0802. The peptide sequence is YDKFLANVQTVLTGK. The binding affinity (normalized) is 0.783. (5) The peptide sequence is GGQSSFYTDWYQPSQ. The MHC is HLA-DPA10103-DPB10401 with pseudo-sequence HLA-DPA10103-DPB10401. The binding affinity (normalized) is 0.482. (6) The peptide sequence is DFNEFISFCNANPGL. The MHC is HLA-DPA10103-DPB10301 with pseudo-sequence HLA-DPA10103-DPB10301. The binding affinity (normalized) is 0.170. (7) The peptide sequence is QQYTAALSPILFECL. The MHC is DRB1_0901 with pseudo-sequence DRB1_0901. The binding affinity (normalized) is 0.910.